From a dataset of Experimentally validated miRNA-target interactions with 360,000+ pairs, plus equal number of negative samples. Binary Classification. Given a miRNA mature sequence and a target amino acid sequence, predict their likelihood of interaction. (1) The miRNA is hsa-miR-126-5p with sequence CAUUAUUACUUUUGGUACGCG. The protein sequence of the target gene is MRAHPGGGRCCPEQEEGESAAGGSGAGGDSAIEQGGQGSALAPSPVSGVRREGARGGGRGRGRWKQAGRGGGVCGRGRGRGRGRGRGRGRGRGRGRPPSGGSGLGGDGGGCGGGGSGGGGAPRREPVPFPSGSAGPGPRGPRATESGKRMDCPALPPGWKKEEVIRKSGLSAGKSDVYYFSPSGKKFRSKPQLARYLGNTVDLSSFDFRTGKMMPSKLQKNKQRLRNDPLNQNKGKPDLNTTLPIRQTASIFKQPVTKVTNHPSNKVKSDPQRMNEQPRQLFWEKRLQGLSASDVTEQII.... Result: 1 (interaction). (2) The miRNA is hsa-miR-3910 with sequence AAAGGCAUAAAACCAAGACA. The protein sequence of the target gene is MAEARKRRELLPLIYHHLLQAGYVRAAREVKEQSGQKSFLTQPVTLLDIYTHWQQTSELGQKQKAEDDETLQAKKSRVSDPVSSSESSDQEKEEEAATERAKATPRPTPVNSATAALPSKVKEKGKTKTANKTVNSVSHPGSGKTVVHLLSGKSPKKSAEPLANTVLASETEEEGNAQALGPTAKSGTVSAGQGSSSSEDSSISSDETDVEVKSPAKPAQAKASAAPAKDPPARTAPGPTKLGNVAPTPAKPARAAAAAAAAAVAAAAAAAAEESESSEEDSDSEDEAPAGLPSQVKASG.... Result: 0 (no interaction). (3) The miRNA is hsa-miR-7850-5p with sequence GUUUGGACAUAGUGUGGCUGG. The protein sequence of the target gene is MAAPCFLTLRVATLAALALLSLGSSAAGHIEDQAEQFFRSGHTNNWAVLVCTSRFWFNYRHVANTLSVYRSVKRLGIPDSHIVLMLADDMACNARNPKPATVFSHKNMELNVYGDDVEVDYRSYEVTVENFLRVLTGRVPPSTPRSKRLLSDDRSNILIYMTGHGGNGFLKFQDSEEITNIELADAFEQMWQKRRYNELLFIIDTCQGASMYERFYSPNIMALASSQVGEDSLSHQPDPAIGVHLMDRYTFYVLEFLEEINPASQTNMNDLFQVCPKSLCVSTPGHRTDLFQRDPKNVLI.... Result: 0 (no interaction). (4) The miRNA is hsa-miR-92a-1-5p with sequence AGGUUGGGAUCGGUUGCAAUGCU. The protein sequence of the target gene is MVNSCCGSVCSDQGCGLENCCRPSCCQTTCCRTTCCRPSCCVSSCCRPQCCQSVCCQPTCCSPSCCQTTCCRTTCCRPSCCVSSCFRPQCCQSVYCQPTCCRPSCGQTTCCRTTCYRPSCCVSTCCRPTCSSGSCC. Result: 1 (interaction).